This data is from Full USPTO retrosynthesis dataset with 1.9M reactions from patents (1976-2016). The task is: Predict the reactants needed to synthesize the given product. Given the product [CH3:14][O:15][C:16](=[O:17])/[CH:18]=[CH:7]/[C:6]1[CH:9]=[C:2]([Br:1])[C:3]([Cl:13])=[CH:4][C:5]=1[N+:10]([O-:12])=[O:11], predict the reactants needed to synthesize it. The reactants are: [Br:1][C:2]1[C:3]([Cl:13])=[CH:4][C:5]([N+:10]([O-:12])=[O:11])=[C:6]([CH:9]=1)[CH:7]=O.[CH3:14][O:15][C:16]([CH:18]=P(C1C=CC=CC=1)(C1C=CC=CC=1)C1C=CC=CC=1)=[O:17].